From a dataset of Forward reaction prediction with 1.9M reactions from USPTO patents (1976-2016). Predict the product of the given reaction. (1) The product is: [I-:31].[CH3:20][N+:15]1([CH3:30])[CH2:16][CH2:17][CH2:18][CH2:19][CH:14]1[CH2:13][CH2:12][N:11]([C:8]1[CH:9]=[CH:10][C:2]2[O:1][CH2:6][CH2:5][O:4][C:3]=2[CH:7]=1)[CH:21]1[CH2:29][C:28]2[C:23](=[CH:24][CH:25]=[CH:26][CH:27]=2)[CH2:22]1. Given the reactants [O:1]1[CH2:6][CH2:5][O:4][C:3]2[CH:7]=[C:8]([N:11]([CH:21]3[CH2:29][C:28]4[C:23](=[CH:24][CH:25]=[CH:26][CH:27]=4)[CH2:22]3)[CH2:12][CH2:13][CH:14]3[CH2:19][CH2:18][CH2:17][CH2:16][N:15]3[CH3:20])[CH:9]=[CH:10][C:2]1=2.[CH3:30][I:31], predict the reaction product. (2) The product is: [NH2:11][C:6]1[C:7]([O:8][CH3:9])=[C:2]([Cl:1])[N:3]=[CH:4][N:5]=1. Given the reactants [Cl:1][C:2]1[C:7]([O:8][CH3:9])=[C:6](Cl)[N:5]=[CH:4][N:3]=1.[NH3:11], predict the reaction product. (3) Given the reactants [OH:1][C:2]1[CH:3]=[CH:4][C:5]2[N:9]=[C:8]([CH2:10][O:11][C:12]3[CH:13]=[C:14]([CH:19]=[CH:20][CH:21]=3)[C:15]([O:17][CH3:18])=[O:16])[N:7]([CH3:22])[C:6]=2[CH:23]=1.[Cl:24][C:25]1[C:26](F)=[N:27][CH:28]=[CH:29][CH:30]=1.N1C2C(=CC=C3C=2N=CC=C3)C=CC=1.C(=O)([O-])[O-].[Cs+].[Cs+].[Cl-].[NH4+], predict the reaction product. The product is: [Cl:24][C:25]1[C:26]([O:1][C:2]2[CH:3]=[CH:4][C:5]3[N:9]=[C:8]([CH2:10][O:11][C:12]4[CH:13]=[C:14]([CH:19]=[CH:20][CH:21]=4)[C:15]([O:17][CH3:18])=[O:16])[N:7]([CH3:22])[C:6]=3[CH:23]=2)=[N:27][CH:28]=[CH:29][CH:30]=1. (4) Given the reactants P12(SP3(SP(SP(S3)(S1)=S)(=S)S2)=S)=[S:2].[CH2:15]([O:17][C:18](=[O:44])[CH2:19][O:20][C:21]1[CH:26]=[C:25]([F:27])[CH:24]=[CH:23][C:22]=1[C:28](=O)[NH:29][CH2:30][C:31]1[S:32][C:33]2[C:39]([F:40])=[CH:38][C:37]([F:41])=[C:36]([F:42])[C:34]=2[N:35]=1)[CH3:16], predict the reaction product. The product is: [CH2:15]([O:17][C:18](=[O:44])[CH2:19][O:20][C:21]1[CH:26]=[C:25]([F:27])[CH:24]=[CH:23][C:22]=1[C:28](=[S:2])[NH:29][CH2:30][C:31]1[S:32][C:33]2[C:39]([F:40])=[CH:38][C:37]([F:41])=[C:36]([F:42])[C:34]=2[N:35]=1)[CH3:16]. (5) Given the reactants [CH3:1][O:2][C:3]1[CH:21]=[CH:20][C:6]2[N:7]=[C:8]([C:10]3[CH:19]=[CH:18][C:17]4[C:12](=[CH:13][CH:14]=[CH:15][CH:16]=4)[CH:11]=3)[S:9][C:5]=2[C:4]=1[N+:22]([O-])=O.[H][H], predict the reaction product. The product is: [CH3:1][O:2][C:3]1[CH:21]=[CH:20][C:6]2[N:7]=[C:8]([C:10]3[CH:19]=[CH:18][C:17]4[C:12](=[CH:13][CH:14]=[CH:15][CH:16]=4)[CH:11]=3)[S:9][C:5]=2[C:4]=1[NH2:22].